From a dataset of Reaction yield outcomes from USPTO patents with 853,638 reactions. Predict the reaction yield, written as a fraction of the theoretical maximum amount of product (1.0 means a 100% yield; for example, 0.34 means a 34% yield). (1) The reactants are [NH2:1][C:2]1[N:7]=[C:6](Cl)[CH:5]=[C:4]([Cl:9])[N:3]=1.CCN(C(C)C)C(C)C.[CH3:19][N:20]1[CH2:26][CH2:25][CH2:24][NH:23][CH2:22][CH2:21]1. The catalyst is CCO. The product is [NH2:1][C:2]1[N:3]=[C:4]([Cl:9])[CH:5]=[C:6]([N:23]2[CH2:24][CH2:25][CH2:26][N:20]([CH3:19])[CH2:21][CH2:22]2)[N:7]=1. The yield is 0.530. (2) The reactants are S(Cl)(Cl)=O.Cl[C:6]1[C:11]([C:12](O)=O)=[CH:10][N:9]=[CH:8][CH:7]=1.[SH:15][CH2:16][C:17]([O:19][CH2:20][CH3:21])=[O:18].[H-].[Na+].[CH3:24]N(C)C=O. The catalyst is O. The product is [CH3:24][C:12]1[C:11]2[CH:10]=[N:9][CH:8]=[CH:7][C:6]=2[S:15][C:16]=1[C:17]([O:19][CH2:20][CH3:21])=[O:18]. The yield is 0.170. (3) The reactants are C(OC([N:8]1[CH2:13][CH2:12][CH2:11][C@@H:10]([C:14]2[N:18]=[C:17]([C:19]3[CH:24]=[CH:23][C:22]([F:25])=[CH:21][CH:20]=3)[O:16][N:15]=2)[CH2:9]1)=O)(C)(C)C.[Cl:26]CCl. The catalyst is Cl. The product is [ClH:26].[F:25][C:22]1[CH:23]=[CH:24][C:19]([C:17]2[O:16][N:15]=[C:14]([C@@H:10]3[CH2:11][CH2:12][CH2:13][NH:8][CH2:9]3)[N:18]=2)=[CH:20][CH:21]=1. The yield is 1.00. (4) The reactants are [N:1]1([CH2:6][CH2:7][CH2:8][O:9][C:10]2[CH:15]=[CH:14][C:13]([C:16]3([C:22]([N:24]4[CH2:29][CH2:28][NH:27][CH2:26][CH2:25]4)=O)[CH2:21][CH2:20][CH2:19][CH2:18][CH2:17]3)=[CH:12][CH:11]=2)[CH2:5][CH2:4][CH2:3][CH2:2]1.[H-].[Al+3].[Li+].[H-].[H-].[H-]. No catalyst specified. The product is [N:1]1([CH2:6][CH2:7][CH2:8][O:9][C:10]2[CH:11]=[CH:12][C:13]([C:16]3([CH2:22][N:24]4[CH2:25][CH2:26][NH:27][CH2:28][CH2:29]4)[CH2:21][CH2:20][CH2:19][CH2:18][CH2:17]3)=[CH:14][CH:15]=2)[CH2:5][CH2:4][CH2:3][CH2:2]1. The yield is 0.590. (5) The reactants are [Cl:1][C:2]1[CH:3]=[CH:4][C:5]([S:9][CH2:10][C:11]2[N:12]=[CH:13][N:14]([CH2:16][CH2:17][CH3:18])[CH:15]=2)=[C:6]([CH:8]=1)[NH2:7].[O:19]1[C:23]2[CH:24]=[CH:25][CH:26]=[CH:27][C:22]=2[CH:21]=[C:20]1[S:28](Cl)(=[O:30])=[O:29]. The catalyst is N1C=CC=CC=1. The product is [Cl:1][C:2]1[CH:3]=[CH:4][C:5]([S:9][CH2:10][C:11]2[N:12]=[CH:13][N:14]([CH2:16][CH2:17][CH3:18])[CH:15]=2)=[C:6]([NH:7][S:28]([C:20]2[O:19][C:23]3[CH:24]=[CH:25][CH:26]=[CH:27][C:22]=3[CH:21]=2)(=[O:29])=[O:30])[CH:8]=1. The yield is 0.480. (6) The reactants are [NH2:1][C:2]1[CH:7]=[CH:6][C:5]([C:8]2[N:9]([CH:21]3[CH2:23][CH2:22]3)[C:10]3[C:15]([C:16]=2[C:17]#[N:18])=[CH:14][CH:13]=[C:12]([O:19]C)[CH:11]=3)=[CH:4][CH:3]=1.B(Br)(Br)Br.C([O-])(O)=O.[Na+]. The catalyst is C(Cl)Cl. The product is [NH2:1][C:2]1[CH:7]=[CH:6][C:5]([C:8]2[N:9]([CH:21]3[CH2:22][CH2:23]3)[C:10]3[C:15]([C:16]=2[C:17]#[N:18])=[CH:14][CH:13]=[C:12]([OH:19])[CH:11]=3)=[CH:4][CH:3]=1. The yield is 1.00.